This data is from Forward reaction prediction with 1.9M reactions from USPTO patents (1976-2016). The task is: Predict the product of the given reaction. (1) Given the reactants [F:1][C:2]1[CH:3]=[N:4][CH:5]=[CH:6][C:7]=1[CH3:8].[Li+].CC([N-]C(C)C)C.C(NC(C)C)(C)C.[Li]CCCC.CN([C:33]([C:35]1[CH:44]=[CH:43][C:42]2[C:37](=[CH:38][CH:39]=[CH:40][CH:41]=2)[CH:36]=1)=[O:34])OC.[Cl-].[NH4+], predict the reaction product. The product is: [F:1][C:2]1[CH:3]=[N:4][CH:5]=[CH:6][C:7]=1[CH2:8][C:33]([C:35]1[CH:44]=[CH:43][C:42]2[C:37](=[CH:38][CH:39]=[CH:40][CH:41]=2)[CH:36]=1)=[O:34]. (2) Given the reactants [CH3:1][C:2]1[C:3]([C:17]([OH:19])=O)=[N:4][O:5][C:6]=1[C:7]1[CH2:16][CH2:15][C:10]2([CH2:14][O:13][CH2:12][CH2:11]2)[CH2:9][CH:8]=1.[NH2:20][C:21]1[C:22](=[O:34])[N:23]([CH:28]2[CH2:33][CH2:32][CH2:31][CH2:30][CH2:29]2)[N:24]([CH3:27])[C:25]=1[CH3:26].CCN(C(C)C)C(C)C.CN(C(ON1N=NC2C=CC=NC1=2)=[N+](C)C)C.F[P-](F)(F)(F)(F)F, predict the reaction product. The product is: [CH:28]1([N:23]2[C:22](=[O:34])[C:21]([NH:20][C:17]([C:3]3[C:2]([CH3:1])=[C:6]([C:7]4[CH2:16][CH2:15][C:10]5([CH2:14][O:13][CH2:12][CH2:11]5)[CH2:9][CH:8]=4)[O:5][N:4]=3)=[O:19])=[C:25]([CH3:26])[N:24]2[CH3:27])[CH2:29][CH2:30][CH2:31][CH2:32][CH2:33]1. (3) The product is: [Cl:18][C:2]1[C:3]([C:11]([O:13][CH2:14][CH3:15])=[O:12])=[N:4][N:5]([CH3:10])[C:6](=[O:9])[C:7]=1[CH3:8]. Given the reactants O[C:2]1[C:3]([C:11]([O:13][CH2:14][CH3:15])=[O:12])=[N:4][N:5]([CH3:10])[C:6](=[O:9])[C:7]=1[CH3:8].O=P(Cl)(Cl)[Cl:18], predict the reaction product. (4) Given the reactants [CH2:1]([NH:4][C:5](=O)[C:6]1[CH:11]=[C:10]([Cl:12])[CH:9]=[CH:8][C:7]=1[N+:13]([O-:15])=[O:14])[CH2:2][CH3:3].O=S(Cl)Cl.[NH2:21][CH2:22][CH2:23][CH3:24], predict the reaction product. The product is: [Cl:12][C:10]1[CH:9]=[CH:8][C:7]([N+:13]([O-:15])=[O:14])=[C:6]([CH:11]=1)[C:5]([NH:21][CH2:22][CH2:23][CH3:24])=[N:4][CH2:1][CH2:2][CH3:3]. (5) Given the reactants [N+](=[C:3]([CH3:12])[C:4]([N:6]1[CH2:10][CH2:9][O:8][C:7]1=[O:11])=[O:5])=[N-].[C:13]([N:20]=[CH:21][C:22]1[CH:27]=[CH:26][CH:25]=[CH:24][CH:23]=1)([O:15][C:16]([CH3:19])([CH3:18])[CH3:17])=[O:14].C(N(CC)CC)C.C([O-])(O)=O.[Na+], predict the reaction product. The product is: [CH3:12][C:3]1([C:4]([N:6]2[CH2:10][CH2:9][O:8][C:7]2=[O:11])=[O:5])[CH:21]([C:22]2[CH:23]=[CH:24][CH:25]=[CH:26][CH:27]=2)[N:20]1[C:13]([O:15][C:16]([CH3:19])([CH3:18])[CH3:17])=[O:14].